Dataset: Full USPTO retrosynthesis dataset with 1.9M reactions from patents (1976-2016). Task: Predict the reactants needed to synthesize the given product. (1) Given the product [CH:1]1[CH:6]=[C:5]([C:7]([C:8]2[CH:9]=[C:10]([I:16])[C:11]([O-:12])=[C:13]([I:15])[CH:14]=2)=[C:17]2[CH:18]=[C:19]([I:25])[C:20](=[O:24])[C:21]([I:23])=[CH:22]2)[C:4]([C:26]([O-:28])=[O:27])=[CH:3][CH:2]=1.[Na+:29].[Na+:29].[CH2:31]([O:33][C:34]([N:36]1[CH2:37][CH2:38][N:39]([C:42](=[O:53])[C@H:43]([CH2:45][C:46]2[CH:51]=[CH:50][CH:49]=[C:48]([NH:52][C:60]#[N:59])[CH:47]=2)[NH2:44])[CH2:40][CH2:41]1)=[O:35])[CH3:32], predict the reactants needed to synthesize it. The reactants are: [CH:1]1[CH:6]=[C:5]([C:7]([C:17]2[CH:22]=[C:21]([I:23])[C:20]([O-:24])=[C:19]([I:25])[CH:18]=2)=[C:8]2[CH:14]=[C:13]([I:15])[C:11](=[O:12])[C:10]([I:16])=[CH:9]2)[C:4]([C:26]([O-:28])=[O:27])=[CH:3][CH:2]=1.[Na+:29].[Na+].[CH2:31]([O:33][C:34]([N:36]1[CH2:41][CH2:40][N:39]([C:42](=[O:53])[C@H:43]([CH2:45][C:46]2[CH:51]=[CH:50][CH:49]=[C:48]([NH2:52])[CH:47]=2)[NH2:44])[CH2:38][CH2:37]1)=[O:35])[CH3:32].C([O-])(=O)C.[Na+].[N:59]#[C:60]Br. (2) Given the product [CH2:1]([O:8][C:9]([N:11]1[CH:15]([C:16](=[O:17])[NH:39][C:36]2[CH:35]=[CH:34][C:33]([CH2:32][NH:31][C:30]([O:29][C:25]([CH3:28])([CH3:27])[CH3:26])=[O:40])=[CH:38][CH:37]=2)[CH2:14][S:13][CH:12]1[C:19]1[CH:24]=[CH:23][N:22]=[CH:21][CH:20]=1)=[O:10])[C:2]1[CH:7]=[CH:6][CH:5]=[CH:4][CH:3]=1, predict the reactants needed to synthesize it. The reactants are: [CH2:1]([O:8][C:9]([N:11]1[CH:15]([C:16](O)=[O:17])[CH2:14][S:13][CH:12]1[C:19]1[CH:24]=[CH:23][N:22]=[CH:21][CH:20]=1)=[O:10])[C:2]1[CH:7]=[CH:6][CH:5]=[CH:4][CH:3]=1.[C:25]([O:29][C:30](=[O:40])[NH:31][CH2:32][C:33]1[CH:38]=[CH:37][C:36]([NH2:39])=[CH:35][CH:34]=1)([CH3:28])([CH3:27])[CH3:26].CN(C(ON1N=NC2C=CC=NC1=2)=[N+](C)C)C.F[P-](F)(F)(F)(F)F.CCN(C(C)C)C(C)C.